Dataset: TCR-epitope binding with 47,182 pairs between 192 epitopes and 23,139 TCRs. Task: Binary Classification. Given a T-cell receptor sequence (or CDR3 region) and an epitope sequence, predict whether binding occurs between them. The epitope is LQPFPQPELPYPQPQ. The TCR CDR3 sequence is CAISEDRALNEQFF. Result: 0 (the TCR does not bind to the epitope).